This data is from Catalyst prediction with 721,799 reactions and 888 catalyst types from USPTO. The task is: Predict which catalyst facilitates the given reaction. (1) Reactant: C1(S([CH2:9][CH2:10][CH:11]([C:30]2[CH:35]=[CH:34][C:33]([Cl:36])=[CH:32][CH:31]=2)/[C:12](/[F:29])=[C:13](\[F:28])/[CH2:14][C:15]2[CH:20]=[CH:19][CH:18]=[C:17]([O:21][C:22]3[CH:27]=[CH:26][CH:25]=[CH:24][CH:23]=3)[CH:16]=2)=O)C=CC=CC=1. Product: [Cl:36][C:33]1[CH:32]=[CH:31][C:30]([CH:11]([CH:10]=[CH2:9])/[C:12](/[F:29])=[C:13](\[F:28])/[CH2:14][C:15]2[CH:20]=[CH:19][CH:18]=[C:17]([O:21][C:22]3[CH:27]=[CH:26][CH:25]=[CH:24][CH:23]=3)[CH:16]=2)=[CH:35][CH:34]=1. The catalyst class is: 262. (2) Reactant: [NH2:1][C:2]1[CH:7]=[CH:6][C:5]([O:8][CH3:9])=[CH:4][C:3]=1[C:10]([C:12]1[CH:17]=[CH:16][C:15]([CH:18]([CH3:20])[CH3:19])=[CH:14][CH:13]=1)=[O:11].C(N(CC)C(C)C)(C)C.[Cl:30][C:31]1[CH:32]=[C:33]([CH:36]=[CH:37][CH:38]=1)[CH2:34]Br. Product: [Cl:30][C:31]1[CH:32]=[C:33]([CH:36]=[CH:37][CH:38]=1)[CH2:34][NH:1][C:2]1[CH:7]=[CH:6][C:5]([O:8][CH3:9])=[CH:4][C:3]=1[C:10]([C:12]1[CH:17]=[CH:16][C:15]([CH:18]([CH3:20])[CH3:19])=[CH:14][CH:13]=1)=[O:11]. The catalyst class is: 4. (3) Reactant: [Cl:1][C:2]1[CH:3]=[C:4]([CH:28]=[CH:29][C:30]=1[Cl:31])[O:5][CH:6]1[CH2:11][CH2:10][N:9]([CH2:12][C@@:13]([OH:27])([CH3:26])[CH2:14][N:15]2C(=O)C3C(=CC=CC=3)C2=O)[CH2:8][CH2:7]1.CN. Product: [NH2:15][CH2:14][C@@:13]([CH3:26])([OH:27])[CH2:12][N:9]1[CH2:10][CH2:11][CH:6]([O:5][C:4]2[CH:28]=[CH:29][C:30]([Cl:31])=[C:2]([Cl:1])[CH:3]=2)[CH2:7][CH2:8]1. The catalyst class is: 357.